Dataset: Full USPTO retrosynthesis dataset with 1.9M reactions from patents (1976-2016). Task: Predict the reactants needed to synthesize the given product. Given the product [NH3:7].[CH3:24][C:23]1[CH:22]=[C:21]([CH3:25])[NH:20][C:19](=[O:26])[C:18]=1[CH2:17][NH:16][C:14]([C:4]1[C:5]2[CH:6]=[N:7][N:8]([CH:11]([CH3:13])[CH3:12])[C:9]=2[CH:10]=[C:2]([C:27]2[CH:32]=[CH:31][CH:30]=[CH:29][CH:28]=2)[CH:3]=1)=[O:15], predict the reactants needed to synthesize it. The reactants are: Br[C:2]1[CH:3]=[C:4]([C:14]([NH:16][CH2:17][C:18]2[C:19](=[O:26])[NH:20][C:21]([CH3:25])=[CH:22][C:23]=2[CH3:24])=[O:15])[C:5]2[CH:6]=[N:7][N:8]([CH:11]([CH3:13])[CH3:12])[C:9]=2[CH:10]=1.[C:27]1(B(O)O)[CH:32]=[CH:31][CH:30]=[CH:29][CH:28]=1.P([O-])([O-])([O-])=O.[K+].[K+].[K+].N#N.